Dataset: Full USPTO retrosynthesis dataset with 1.9M reactions from patents (1976-2016). Task: Predict the reactants needed to synthesize the given product. (1) Given the product [C:1]([O:5][C:6]([N:8]1[CH2:13][CH2:12][N:11]([C:14]2[N:19]=[CH:18][C:17]([C:25]3[CH:26]=[CH:27][C:22]([F:21])=[CH:23][CH:24]=3)=[CH:16][N:15]=2)[CH2:10][CH2:9]1)=[O:7])([CH3:4])([CH3:3])[CH3:2], predict the reactants needed to synthesize it. The reactants are: [C:1]([O:5][C:6]([N:8]1[CH2:13][CH2:12][N:11]([C:14]2[N:19]=[CH:18][C:17](Br)=[CH:16][N:15]=2)[CH2:10][CH2:9]1)=[O:7])([CH3:4])([CH3:3])[CH3:2].[F:21][C:22]1[CH:27]=[CH:26][C:25](B(O)O)=[CH:24][CH:23]=1.P([O-])([O-])([O-])=O.[K+].[K+].[K+]. (2) Given the product [CH:15]1[C:24]2[C:19](=[CH:20][CH:21]=[CH:22][CH:23]=2)[CH:18]=[CH:17][C:16]=1[C:25]1[CH2:26][CH:27]2[N:32]([CH2:2][CH2:3][CH2:4][O:5][C:6]3[CH:14]=[CH:13][CH:12]=[C:11]4[C:7]=3[CH:8]=[CH:9][NH:10]4)[CH:30]([CH2:29][CH2:28]2)[CH:31]=1, predict the reactants needed to synthesize it. The reactants are: Cl[CH2:2][CH2:3][CH2:4][O:5][C:6]1[CH:14]=[CH:13][CH:12]=[C:11]2[C:7]=1[CH:8]=[CH:9][NH:10]2.[CH:15]1[C:24]2[C:19](=[CH:20][CH:21]=[CH:22][CH:23]=2)[CH:18]=[CH:17][C:16]=1[C:25]1[CH2:31][CH:30]2[NH:32][CH:27]([CH2:28][CH2:29]2)[CH:26]=1.C(O)(=O)C(O)=O. (3) Given the product [CH3:1][O:2][C:3]1[CH:12]=[CH:11][C:6]2[C:7](=[O:10])[CH2:8][O:9][C:5]=2[C:4]=1/[CH:13]=[CH:14]\[CH:15]1[CH2:20][CH2:19][N:18]([C:21]([O:23][C:24]([CH3:27])([CH3:26])[CH3:25])=[O:22])[CH2:17][CH2:16]1, predict the reactants needed to synthesize it. The reactants are: [CH3:1][O:2][C:3]1[CH:12]=[CH:11][C:6]2[C:7](=[O:10])[CH2:8][O:9][C:5]=2[C:4]=1[C:13]#[C:14][CH:15]1[CH2:20][CH2:19][N:18]([C:21]([O:23][C:24]([CH3:27])([CH3:26])[CH3:25])=[O:22])[CH2:17][CH2:16]1. (4) Given the product [CH3:23][C:21]1[N:22]2[CH:1]=[CH:2][N:16]=[C:17]2[C:18]([OH:24])=[N:19][CH:20]=1, predict the reactants needed to synthesize it. The reactants are: [CH2:1](OC(OCC)CBr)[CH3:2].Br.C([O-])(O)=O.[Na+].[NH2:16][C:17]1[C:18]([OH:24])=[N:19][CH:20]=[C:21]([CH3:23])[N:22]=1.